This data is from Catalyst prediction with 721,799 reactions and 888 catalyst types from USPTO. The task is: Predict which catalyst facilitates the given reaction. (1) Product: [C:12]([N:11]1[C:7]([C:1]2[CH:6]=[CH:5][CH:4]=[CH:3][C:2]=2[B:31]([OH:36])[OH:32])=[N:8][N:9]=[N:10]1)([C:25]1[CH:26]=[CH:27][CH:28]=[CH:29][CH:30]=1)([C:13]1[CH:18]=[CH:17][CH:16]=[CH:15][CH:14]=1)[C:19]1[CH:20]=[CH:21][CH:22]=[CH:23][CH:24]=1. The catalyst class is: 15. Reactant: [C:1]1([C:7]2[N:11]([C:12]([C:25]3[CH:30]=[CH:29][CH:28]=[CH:27][CH:26]=3)([C:19]3[CH:24]=[CH:23][CH:22]=[CH:21][CH:20]=3)[C:13]3[CH:18]=[CH:17][CH:16]=[CH:15][CH:14]=3)[N:10]=[N:9][N:8]=2)[CH:6]=[CH:5][CH:4]=[CH:3][CH:2]=1.[B:31](OC(C)C)([O:36]C(C)C)[O:32]C(C)C. (2) Reactant: [C:1]([N:4]([C:21]([O:23][C:24]([CH3:27])([CH3:26])[CH3:25])=[O:22])[N:5]1[CH2:10][C:9]([CH:11]=O)=[N:8][N:7]([C:13]([O:15][C:16]([CH3:19])([CH3:18])[CH3:17])=[O:14])[C:6]1=[O:20])(=[O:3])[CH3:2].C([O-])(=O)C.[Na+].Cl.[CH2:34]([O:36][NH2:37])[CH3:35]. Product: [C:1]([N:4]([C:21]([O:23][C:24]([CH3:27])([CH3:26])[CH3:25])=[O:22])[N:5]1[CH2:10][C:9](/[CH:11]=[N:37]/[O:36][CH2:34][CH3:35])=[N:8][N:7]([C:13]([O:15][C:16]([CH3:17])([CH3:19])[CH3:18])=[O:14])[C:6]1=[O:20])(=[O:3])[CH3:2]. The catalyst class is: 14. (3) Reactant: [C:1]([C:3]1[C:12]2[CH:13]([CH2:15][N:16]3[CH2:21][CH2:20][CH:19]([NH:22]C(=O)OC(C)(C)C)[CH2:18][CH2:17]3)[CH2:14][N:10]3[C:11]=2[C:6]([CH:7]=[CH:8][C:9]3=[O:30])=[CH:5][CH:4]=1)#[N:2].C(O)(C(F)(F)F)=O.CC[NH+](CC)CC.CC[NH+](CC)CC.C([O-])([O-])=O. Product: [NH2:22][CH:19]1[CH2:20][CH2:21][N:16]([CH2:15][CH:13]2[C:12]3=[C:11]4[C:6](=[CH:5][CH:4]=[C:3]3[C:1]#[N:2])[CH:7]=[CH:8][C:9](=[O:30])[N:10]4[CH2:14]2)[CH2:17][CH2:18]1. The catalyst class is: 4. (4) Reactant: [F:1][C:2]1[CH:7]=[CH:6][CH:5]=[C:4]([F:8])[C:3]=1[C:9]1[NH:35][C:12]2=[C:13]3[C:18](=[C:19]4[CH:24]=[C:23](B5OC(C)(C)C(C)(C)O5)[CH:22]=[CH:21][C:20]4=[C:11]2[N:10]=1)[C:17](=[O:34])[NH:16][CH:15]=[CH:14]3.Br[C:37]1[CH:42]=[CH:41][C:40]([Cl:43])=[CH:39][N:38]=1.C([O-])([O-])=O.[Na+].[Na+]. Product: [Cl:43][C:40]1[CH:41]=[CH:42][C:37]([C:23]2[CH:22]=[CH:21][C:20]3=[C:11]4[N:10]=[C:9]([C:3]5[C:4]([F:8])=[CH:5][CH:6]=[CH:7][C:2]=5[F:1])[NH:35][C:12]4=[C:13]4[C:18]([C:17](=[O:34])[NH:16][CH:15]=[CH:14]4)=[C:19]3[CH:24]=2)=[N:38][CH:39]=1. The catalyst class is: 189.